Task: Predict the reactants needed to synthesize the given product.. Dataset: Full USPTO retrosynthesis dataset with 1.9M reactions from patents (1976-2016) The reactants are: [CH:1]([OH:3])=[O:2].C(N(CC)CC)C.Cl[CH2:12][C:13]([O:15][C:16]([CH:19]1[CH2:24][CH2:23][C:22]([O:26][C:27](=[O:30])[CH2:28]Cl)([CH3:25])[CH2:21][CH2:20]1)([CH3:18])[CH3:17])=[O:14].[C:31]([O:34]CC)(=[O:33])C. Given the product [CH:1]([O:3][CH2:12][C:13]([O:15][C:16]([CH:19]1[CH2:24][CH2:23][C:22]([O:26][C:27](=[O:30])[CH2:28][O:34][CH:31]=[O:33])([CH3:25])[CH2:21][CH2:20]1)([CH3:18])[CH3:17])=[O:14])=[O:2], predict the reactants needed to synthesize it.